This data is from Reaction yield outcomes from USPTO patents with 853,638 reactions. The task is: Predict the reaction yield, written as a fraction of the theoretical maximum amount of product (1.0 means a 100% yield; for example, 0.34 means a 34% yield). (1) The reactants are [Cl:1][C:2]1[CH:3]=[C:4]2[C:8](=[CH:9][CH:10]=1)[NH:7][C:6](=[O:11])[CH2:5]2.[CH2:12]([N:14]([CH2:29][CH3:30])[CH2:15][CH2:16][NH:17][C:18]([C:20]1[C:24]([CH3:25])=[C:23]([CH:26]=O)[NH:22][C:21]=1[CH3:28])=[O:19])[CH3:13]. The catalyst is N1CCCCC1.C(O)C. The product is [CH2:29]([N:14]([CH2:12][CH3:13])[CH2:15][CH2:16][NH:17][C:18]([C:20]1[C:24]([CH3:25])=[C:23]([CH:26]=[C:5]2[C:4]3[C:8](=[CH:9][CH:10]=[C:2]([Cl:1])[CH:3]=3)[NH:7][C:6]2=[O:11])[NH:22][C:21]=1[CH3:28])=[O:19])[CH3:30]. The yield is 0.680. (2) The reactants are C(N(CC)C1C=[CH:8][C:7]([NH:10][C:11]([C:13]2[CH:14]=[C:15]([CH:19]=[CH:20][CH:21]=2)C(O)=O)=[O:12])=[C:6]([C:22]2[CH:27]=[C:26]([C:28](=[O:41])[NH:29][CH2:30][C:31]3[CH:36]=[CH:35][CH:34]=[C:33]([C:37]([F:40])([F:39])[F:38])[CH:32]=3)[CH:25]=[CH:24][N:23]=2)C=1)C.CNC[CH2:47][O:48][CH2:49][CH2:50][O:51][CH2:52][CH2:53][O:54][CH2:55][CH2:56][C:57]([O:59][C:60]([CH3:63])([CH3:62])[CH3:61])=[O:58].[CH3:64][CH2:65][N:66]([CH:70]([CH3:72])C)[CH:67]([CH3:69])[CH3:68].CN([C:76]([O:80]N1N=NC2C=CC=NC1=2)=[N+:77]([CH3:79])[CH3:78])C.F[P-](F)(F)(F)(F)F. The catalyst is CN(C=O)C.C(OCC)(=O)C. The product is [CH2:70]([N:66]([CH2:65][CH3:64])[C:67]1[CH:68]=[CH:8][C:7]([NH:10][C:11]([C:13]2[CH:14]=[C:15]([C:76](=[O:80])[N:77]([CH3:78])[CH2:79][CH2:47][O:48][CH2:49][CH2:50][O:51][CH2:52][CH2:53][O:54][CH2:55][CH2:56][C:57]([O:59][C:60]([CH3:63])([CH3:62])[CH3:61])=[O:58])[CH:19]=[CH:20][CH:21]=2)=[O:12])=[C:6]([C:22]2[CH:27]=[C:26]([C:28](=[O:41])[NH:29][CH2:30][C:31]3[CH:36]=[CH:35][CH:34]=[C:33]([C:37]([F:39])([F:40])[F:38])[CH:32]=3)[CH:25]=[CH:24][N:23]=2)[CH:69]=1)[CH3:72]. The yield is 0.750. (3) The reactants are [CH2:1](Br)[C:2]1[CH:7]=[CH:6][CH:5]=[CH:4][CH:3]=1.[C:9]([C:12]1[C:13]([OH:23])=[CH:14][C:15]([OH:22])=[C:16]([CH:21]=1)[C:17]([O:19][CH3:20])=[O:18])(=[O:11])[CH3:10].C(=O)([O-])[O-].[K+].[K+]. The product is [C:9]([C:12]1[C:13]([O:23][CH2:1][C:2]2[CH:7]=[CH:6][CH:5]=[CH:4][CH:3]=2)=[CH:14][C:15]([O:22][CH2:1][C:2]2[CH:7]=[CH:6][CH:5]=[CH:4][CH:3]=2)=[C:16]([CH:21]=1)[C:17]([O:19][CH3:20])=[O:18])(=[O:11])[CH3:10]. The yield is 0.990. The catalyst is C(#N)C. (4) The product is [CH3:1][O:2][C:3]1[CH:4]=[C:5]2[C:10](=[CH:11][C:12]=1[O:13][CH3:14])[N:9]=[CH:8][N:7]=[C:6]2[S:15][C:16]1[CH:17]=[C:18]([NH:19][C:39]([NH:38][C:30]2[CH:31]=[CH:32][C:33]([C:34]([F:36])([F:37])[F:35])=[C:28]([O:27][CH2:26][CH2:25][O:24][CH3:23])[CH:29]=2)=[O:40])[CH:20]=[CH:21][CH:22]=1. The reactants are [CH3:1][O:2][C:3]1[CH:4]=[C:5]2[C:10](=[CH:11][C:12]=1[O:13][CH3:14])[N:9]=[CH:8][N:7]=[C:6]2[S:15][C:16]1[CH:17]=[C:18]([CH:20]=[CH:21][CH:22]=1)[NH2:19].[CH3:23][O:24][CH2:25][CH2:26][O:27][C:28]1[CH:29]=[C:30]([NH:38][C:39](=O)[O:40]C2C=CC=CC=2)[CH:31]=[CH:32][C:33]=1[C:34]([F:37])([F:36])[F:35]. The yield is 0.450. No catalyst specified.